From a dataset of Forward reaction prediction with 1.9M reactions from USPTO patents (1976-2016). Predict the product of the given reaction. (1) Given the reactants [F:1][C:2]1[CH:9]=[CH:8][C:5]([CH:6]=O)=[CH:4][C:3]=1[CH3:10].Cl.[O:12]([NH2:14])[CH3:13], predict the reaction product. The product is: [CH3:13][O:12][N:14]=[CH:6][C:5]1[CH:8]=[CH:9][C:2]([F:1])=[C:3]([CH3:10])[CH:4]=1. (2) Given the reactants [CH2:1]([O:3][C:4](=[O:32])[CH:5]([C:10]1[CH:11]=[C:12]([C:22]2[CH:27]=[CH:26][C:25]([C:28]([F:31])([F:30])[F:29])=[CH:24][CH:23]=2)[CH:13]=[C:14]([CH:16]2[CH2:21][CH2:20][CH2:19][NH:18][CH2:17]2)[CH:15]=1)[CH2:6][CH:7]([CH3:9])[CH3:8])[CH3:2].BrC[C:35]1[CH:44]=[CH:43][C:38]2[N:39]([CH3:42])[N:40]=[N:41][C:37]=2[CH:36]=1.[CH:45](N(C(C)C)CC)(C)C.CN(C=O)C, predict the reaction product. The product is: [CH2:1]([O:3][C:4](=[O:32])[CH:5]([C:10]1[CH:11]=[C:12]([C:22]2[CH:23]=[CH:24][C:25]([C:28]([F:29])([F:30])[F:31])=[CH:26][CH:27]=2)[CH:13]=[C:14]([CH:16]2[CH2:21][CH2:20][CH2:19][N:18]([CH2:45][C:44]3[CH:35]=[CH:36][C:37]4[N:41]=[N:40][N:39]([CH3:42])[C:38]=4[CH:43]=3)[CH2:17]2)[CH:15]=1)[CH2:6][CH:7]([CH3:9])[CH3:8])[CH3:2]. (3) Given the reactants [CH2:1]([C:4]1[N:5]([CH2:17][CH2:18][C:19]([O:21]CC)=O)[C:6]2[C:15]3[CH:14]=[CH:13][CH:12]=[CH:11][C:10]=3[N:9]=[CH:8][C:7]=2[N:16]=1)[CH2:2][CH3:3].C1COCC1.[CH3:29][NH2:30], predict the reaction product. The product is: [CH3:29][NH:30][C:19](=[O:21])[CH2:18][CH2:17][N:5]1[C:6]2[C:15]3[CH:14]=[CH:13][CH:12]=[CH:11][C:10]=3[N:9]=[CH:8][C:7]=2[N:16]=[C:4]1[CH2:1][CH2:2][CH3:3]. (4) Given the reactants [Cl:1][C:2]1[CH:3]=[C:4]2[C:8](=[CH:9][CH:10]=1)[NH:7][C:6]([C:11](=[O:18])[CH2:12][CH2:13][CH2:14][CH2:15][CH2:16][CH3:17])=[CH:5]2.I[C:20]1[CH:21]=[C:22]([C:26]([F:29])([F:28])[F:27])[CH:23]=[CH:24][CH:25]=1.C(=O)([O-])[O-].[K+].[K+].Cl, predict the reaction product. The product is: [Cl:1][C:2]1[CH:3]=[C:4]2[C:8](=[CH:9][CH:10]=1)[N:7]([C:20]1[CH:25]=[CH:24][CH:23]=[C:22]([C:26]([F:29])([F:28])[F:27])[CH:21]=1)[C:6]([C:11](=[O:18])[CH2:12][CH2:13][CH2:14][CH2:15][CH2:16][CH3:17])=[CH:5]2. (5) Given the reactants F[C:2]1[CH:26]=[CH:25][CH:24]=[C:23]([N:27]2[N:31]=[CH:30][CH:29]=[N:28]2)[C:3]=1[C:4]([NH:6][C@H:7]1[CH2:11][CH2:10][CH2:9][C@@H:8]1[NH:12][C:13]1[S:14][C:15]2[CH:21]=[C:20]([F:22])[CH:19]=[CH:18][C:16]=2[N:17]=1)=[O:5].[Cl:32]C1C=CC=C(N2N=CC=N2)C=1C(O)=O.Cl.FC1C=CC2N=C(N[C@H]3CCC[C@@H]3N)SC=2C=1, predict the reaction product. The product is: [Cl:32][C:2]1[CH:26]=[CH:25][CH:24]=[C:23]([N:27]2[N:31]=[CH:30][CH:29]=[N:28]2)[C:3]=1[C:4]([NH:6][C@H:7]1[CH2:11][CH2:10][CH2:9][C@@H:8]1[NH:12][C:13]1[S:14][C:15]2[CH:21]=[C:20]([F:22])[CH:19]=[CH:18][C:16]=2[N:17]=1)=[O:5]. (6) Given the reactants [CH2:1]([O:8][C@@H:9]1[C@@H:13]([CH2:14][O:15][CH2:16][C:17]2[CH:22]=[CH:21][CH:20]=[CH:19][CH:18]=2)[O:12][C@H:11]([O:23][CH3:24])/[C:10]/1=[N:25]\[S:26]([C:28]([CH3:31])([CH3:30])[CH3:29])=[O:27])[C:2]1[CH:7]=[CH:6][CH:5]=[CH:4][CH:3]=1.[CH3:32][Li], predict the reaction product. The product is: [CH2:1]([O:8][C@@H:9]1[C@@H:13]([CH2:14][O:15][CH2:16][C:17]2[CH:18]=[CH:19][CH:20]=[CH:21][CH:22]=2)[O:12][C@H:11]([O:23][CH3:24])[C@@:10]1([NH:25][S:26]([C:28]([CH3:31])([CH3:30])[CH3:29])=[O:27])[CH3:32])[C:2]1[CH:7]=[CH:6][CH:5]=[CH:4][CH:3]=1.